Task: Predict the reactants needed to synthesize the given product.. Dataset: Full USPTO retrosynthesis dataset with 1.9M reactions from patents (1976-2016) (1) Given the product [CH3:31][O:30][C:28]1[CH:27]=[C:26]([CH2:32][CH2:33][C:34]2[CH:35]=[C:36]([NH:39][C:40](=[O:48])[C:41]3[CH:42]=[CH:43][C:44]([N:6]4[CH2:7][CH2:8][N:3]([CH:9]([CH3:12])[CH2:10][OH:11])[CH2:4][CH2:5]4)=[CH:45][CH:46]=3)[NH:37][N:38]=2)[CH:25]=[C:24]([O:23][CH3:22])[CH:29]=1, predict the reactants needed to synthesize it. The reactants are: Cl.Cl.[N:3]1([CH:9]([CH3:12])[CH2:10][OH:11])[CH2:8][CH2:7][NH:6][CH2:5][CH2:4]1.C(N(C(C)C)C(C)C)C.[CH3:22][O:23][C:24]1[CH:25]=[C:26]([CH2:32][CH2:33][C:34]2[CH:35]=[C:36]([NH:39][C:40](=[O:48])[C:41]3[CH:46]=[CH:45][C:44](F)=[CH:43][CH:42]=3)[NH:37][N:38]=2)[CH:27]=[C:28]([O:30][CH3:31])[CH:29]=1. (2) Given the product [Si:21]([O:20][CH:7]([C:4]1[O:5][CH:6]=[C:2]([C:33]2[CH:38]=[CH:37][CH:36]=[CH:35][N:34]=2)[N:3]=1)[CH2:8][CH2:9][CH2:10][CH2:11][CH2:12][CH2:13][C:14]1[CH:19]=[CH:18][CH:17]=[CH:16][CH:15]=1)([C:24]([CH3:27])([CH3:26])[CH3:25])([CH3:23])[CH3:22], predict the reactants needed to synthesize it. The reactants are: Br[C:2]1[N:3]=[C:4]([CH:7]([O:20][Si:21]([C:24]([CH3:27])([CH3:26])[CH3:25])([CH3:23])[CH3:22])[CH2:8][CH2:9][CH2:10][CH2:11][CH2:12][CH2:13][C:14]2[CH:19]=[CH:18][CH:17]=[CH:16][CH:15]=2)[O:5][CH:6]=1.C([Sn](CCCC)(CCCC)[C:33]1[CH:38]=[CH:37][CH:36]=[CH:35][N:34]=1)CCC. (3) Given the product [Cl:9][C:10]1[CH:11]=[CH:12][C:13]([CH:16]([C:36]2[CH:41]=[CH:40][C:39]([Cl:42])=[CH:38][CH:37]=2)[N:17]2[CH2:18][CH:19]([N:21]([S:32]([CH3:35])(=[O:34])=[O:33])[C:22]3[CH:23]=[C:24]([CH:28]=[C:29]([F:31])[CH:30]=3)[C:25]([NH:50][CH:51]([CH3:54])[CH2:52][OH:53])=[O:26])[CH2:20]2)=[CH:14][CH:15]=1, predict the reactants needed to synthesize it. The reactants are: ClC(OCC(C)C)=O.[Cl:9][C:10]1[CH:15]=[CH:14][C:13]([CH:16]([C:36]2[CH:41]=[CH:40][C:39]([Cl:42])=[CH:38][CH:37]=2)[N:17]2[CH2:20][CH:19]([N:21]([S:32]([CH3:35])(=[O:34])=[O:33])[C:22]3[CH:23]=[C:24]([CH:28]=[C:29]([F:31])[CH:30]=3)[C:25](O)=[O:26])[CH2:18]2)=[CH:12][CH:11]=1.C(N(CC)CC)C.[NH2:50][C@@H:51]([CH3:54])[CH2:52][OH:53]. (4) Given the product [N:19]1[CH:18]=[CH:23][CH:22]=[C:21]([C:9]2[CH:10]=[CH:11][C:12]([NH2:15])=[N:13][CH:14]=2)[N:20]=1, predict the reactants needed to synthesize it. The reactants are: CC1(C)C(C)(C)OB([C:9]2[CH:10]=[CH:11][C:12]([NH2:15])=[N:13][CH:14]=2)O1.Cl[C:18]1[N:19]=[N:20][CH:21]=[CH:22][CH:23]=1.C1(C)C=CC=CC=1.C([O-])([O-])=O.[Na+].[Na+]. (5) Given the product [CH3:12][N:13]([CH3:19])[C@@H:14]1[CH2:18][CH2:17][N:16]([C:8]([C:7]2[CH:6]=[C:5]([CH3:11])[NH:4][C:3]=2[CH:1]=[O:2])=[O:10])[CH2:15]1, predict the reactants needed to synthesize it. The reactants are: [CH:1]([C:3]1[NH:4][C:5]([CH3:11])=[CH:6][C:7]=1[C:8]([OH:10])=O)=[O:2].[CH3:12][N:13]([CH3:19])[C@@H:14]1[CH2:18][CH2:17][NH:16][CH2:15]1. (6) Given the product [I:1][C:2]1[CH:3]=[N:4][C:5]([NH:20][CH2:19][C:18]2[CH:17]=[CH:16][C:15]([C:14]([F:13])([F:23])[F:24])=[CH:22][CH:21]=2)=[C:6]([CH:11]=1)[C:7]([O:9][CH3:10])=[O:8], predict the reactants needed to synthesize it. The reactants are: [I:1][C:2]1[CH:3]=[N:4][C:5](Cl)=[C:6]([CH:11]=1)[C:7]([O:9][CH3:10])=[O:8].[F:13][C:14]([F:24])([F:23])[C:15]1[CH:22]=[CH:21][C:18]([CH2:19][NH2:20])=[CH:17][CH:16]=1. (7) Given the product [Br:1][C:2]1[CH:3]=[CH:4][C:5]([C@@H:8]2[CH2:10][C@H:9]2[C:11]([NH:28][CH:27]2[CH2:25][CH2:26]2)=[O:13])=[CH:6][CH:7]=1, predict the reactants needed to synthesize it. The reactants are: [Br:1][C:2]1[CH:7]=[CH:6][C:5]([C@@H:8]2[CH2:10][C@H:9]2[C:11]([OH:13])=O)=[CH:4][CH:3]=1.CN(C(ON1N=NC2[CH:25]=[CH:26][CH:27]=[N:28]C1=2)=[N+](C)C)C.F[P-](F)(F)(F)(F)F.C1(N)CC1. (8) Given the product [CH:1]1([C:5]2[C:26]([C:27]3[NH:28][C:29]([CH2:32][O:33][CH3:34])=[CH:30][N:31]=3)=[CH:25][C:8]([C:9]([N:11]3[CH2:12][CH2:13][C:14]([C:17]4[CH:18]=[CH:19][C:20]([C:21]#[N:22])=[CH:23][CH:24]=4)([F:37])[CH2:15][CH2:16]3)=[O:10])=[C:7]([CH3:35])[CH:6]=2)[CH2:4][CH2:3][CH2:2]1, predict the reactants needed to synthesize it. The reactants are: [CH:1]1([C:5]2[C:26]([C:27]3[NH:28][C:29]([CH2:32][O:33][CH3:34])=[CH:30][N:31]=3)=[CH:25][C:8]([C:9]([N:11]3[CH2:16][CH2:15][CH:14]([C:17]4[CH:24]=[CH:23][C:20]([C:21]#[N:22])=[CH:19][CH:18]=4)[CH2:13][CH2:12]3)=[O:10])=[C:7]([CH3:35])[CH:6]=2)[CH2:4][CH2:3][CH2:2]1.Cl.[F:37]C1(C2C=CC(C#N)=CC=2)CCNCC1.Cl.N1CCC(C2C=CC(C#N)=CC=2)CC1. (9) Given the product [N+:1]([C:4]1[CH:9]=[CH:8][C:7]([C:10]2[NH:19][C:13]3[CH:14]=[N:15][C:16]([NH:18][C:27]([CH:20]4[CH2:26][CH2:25][CH2:24][CH2:23][CH2:22][CH2:21]4)=[O:28])=[CH:17][C:12]=3[N:11]=2)=[CH:6][CH:5]=1)([O-:3])=[O:2], predict the reactants needed to synthesize it. The reactants are: [N+:1]([C:4]1[CH:9]=[CH:8][C:7]([C:10]2[NH:19][C:13]3[CH:14]=[N:15][C:16]([NH2:18])=[CH:17][C:12]=3[N:11]=2)=[CH:6][CH:5]=1)([O-:3])=[O:2].[CH:20]1([C:27](Cl)=[O:28])[CH2:26][CH2:25][CH2:24][CH2:23][CH2:22][CH2:21]1. (10) The reactants are: C[O:2][C:3](=[O:12])[C:4]1[CH:9]=[CH:8][C:7]([CH2:10][OH:11])=[N:6][CH:5]=1.Cl. Given the product [OH:11][CH2:10][C:7]1[CH:8]=[CH:9][C:4]([C:3]([OH:12])=[O:2])=[CH:5][N:6]=1, predict the reactants needed to synthesize it.